Dataset: Peptide-MHC class II binding affinity with 134,281 pairs from IEDB. Task: Regression. Given a peptide amino acid sequence and an MHC pseudo amino acid sequence, predict their binding affinity value. This is MHC class II binding data. (1) The peptide sequence is ALTLKGTSYKICTDK. The MHC is DRB4_0101 with pseudo-sequence DRB4_0103. The binding affinity (normalized) is 0.130. (2) The peptide sequence is ENMLRSMPVKGKRKD. The MHC is DRB1_0401 with pseudo-sequence DRB1_0401. The binding affinity (normalized) is 0.814. (3) The peptide sequence is RDHICLLRPLLWDYI. The MHC is DRB4_0101 with pseudo-sequence DRB4_0103. The binding affinity (normalized) is 0.671. (4) The peptide sequence is SDSWLKDSAIMVASD. The MHC is HLA-DQA10401-DQB10402 with pseudo-sequence HLA-DQA10401-DQB10402. The binding affinity (normalized) is 0.664.